From a dataset of Reaction yield outcomes from USPTO patents with 853,638 reactions. Predict the reaction yield, written as a fraction of the theoretical maximum amount of product (1.0 means a 100% yield; for example, 0.34 means a 34% yield). The reactants are [CH:1]1[CH:6]=[CH:5][C:4]([CH2:7][C@H:8]([NH:13][C:14]([O:16][CH2:17][C:18]2[CH:23]=[CH:22][CH:21]=[CH:20][CH:19]=2)=[O:15])[C:9]([CH2:11]Cl)=[O:10])=[CH:3][CH:2]=1.[Na+].[I-].C([O-])(O)=O.[Na+].[CH3:31][O:32][C:33](=[O:57])[NH:34][CH:35]([C:40]([NH:42][NH:43][CH2:44][C:45]1[CH:50]=[CH:49][C:48]([C:51]2[CH:56]=[CH:55][CH:54]=[CH:53][N:52]=2)=[CH:47][CH:46]=1)=[O:41])[C:36]([CH3:39])([CH3:38])[CH3:37]. The catalyst is C(#N)C. The product is [CH2:17]([O:16][C:14](=[O:15])[NH:13][CH:8]([CH2:7][C:4]1[CH:5]=[CH:6][CH:1]=[CH:2][CH:3]=1)[C:9](=[O:10])[CH2:11][N:43]([CH2:44][C:45]1[CH:50]=[CH:49][C:48]([C:51]2[CH:56]=[CH:55][CH:54]=[CH:53][N:52]=2)=[CH:47][CH:46]=1)[NH:42][C:40](=[O:41])[CH:35]([NH:34][C:33]([O:32][CH3:31])=[O:57])[C:36]([CH3:39])([CH3:38])[CH3:37])[C:18]1[CH:23]=[CH:22][CH:21]=[CH:20][CH:19]=1. The yield is 0.850.